This data is from Reaction yield outcomes from USPTO patents with 853,638 reactions. The task is: Predict the reaction yield, written as a fraction of the theoretical maximum amount of product (1.0 means a 100% yield; for example, 0.34 means a 34% yield). (1) The reactants are [Cl:1][C:2]1[CH:11]=[CH:10][C:9]([NH:12][S:13]([C:16]2[CH:21]=[CH:20][C:19]([S:22]([CH3:25])(=[O:24])=[O:23])=[CH:18][C:17]=2[N+:26]([O-])=O)(=[O:15])=[O:14])=[C:8]2[C:3]=1[CH:4]=[CH:5][CH:6]=[N:7]2.Cl[Sn]Cl.CCO. The catalyst is C(Cl)Cl. The product is [NH2:26][C:17]1[CH:18]=[C:19]([S:22]([CH3:25])(=[O:23])=[O:24])[CH:20]=[CH:21][C:16]=1[S:13]([NH:12][C:9]1[CH:10]=[CH:11][C:2]([Cl:1])=[C:3]2[C:8]=1[N:7]=[CH:6][CH:5]=[CH:4]2)(=[O:15])=[O:14]. The yield is 0.630. (2) The reactants are [Cl:1][C:2]1[CH:7]=[CH:6][CH:5]=[C:4]([N+:8]([O-:10])=[O:9])[C:3]=1Cl.[C:12]([O:16][C:17]([N:19]1[CH2:24][CH2:23][NH:22][CH2:21][CH2:20]1)=[O:18])([CH3:15])([CH3:14])[CH3:13].C([O-])([O-])=O.[K+].[K+]. The catalyst is C(#N)C. The product is [C:12]([O:16][C:17]([N:19]1[CH2:24][CH2:23][N:22]([C:3]2[C:4]([N+:8]([O-:10])=[O:9])=[CH:5][CH:6]=[CH:7][C:2]=2[Cl:1])[CH2:21][CH2:20]1)=[O:18])([CH3:15])([CH3:13])[CH3:14]. The yield is 0.700.